This data is from Full USPTO retrosynthesis dataset with 1.9M reactions from patents (1976-2016). The task is: Predict the reactants needed to synthesize the given product. (1) The reactants are: [CH:1]1([CH2:7][O:8][C:9]2[S:13][C:12]([C:14](=[O:18])[CH2:15][C:16]#[N:17])=[CH:11][CH:10]=2)[CH2:6][CH2:5][CH2:4][CH2:3][CH2:2]1.[NH4+].[Cl-]. Given the product [CH:1]1([CH2:7][O:8][C:9]2[S:13][C:12]([C@H:14]([OH:18])[CH2:15][C:16]#[N:17])=[CH:11][CH:10]=2)[CH2:2][CH2:3][CH2:4][CH2:5][CH2:6]1, predict the reactants needed to synthesize it. (2) Given the product [Br:1][C:2]1[CH:7]=[CH:6][C:5]([O:8][C:11]2[C:16]([C:17]([OH:19])=[O:18])=[C:15]([F:20])[C:14]([O:21][CH3:22])=[CH:13][CH:12]=2)=[C:4]([F:9])[CH:3]=1, predict the reactants needed to synthesize it. The reactants are: [Br:1][C:2]1[CH:7]=[CH:6][C:5]([OH:8])=[C:4]([F:9])[CH:3]=1.Br[C:11]1[C:16]([C:17]([OH:19])=[O:18])=[C:15]([F:20])[C:14]([O:21][CH3:22])=[CH:13][CH:12]=1.C(OCC)(=O)C.C(=O)([O-])[O-].[Cs+].[Cs+]. (3) Given the product [CH3:1][C:2]1[N:10]=[CH:9][C:8]([N+:11]([O-:13])=[O:12])=[CH:7][C:3]=1[C:4]([NH:14][C:15]1[CH:20]=[CH:19][CH:18]=[CH:17][CH:16]=1)=[O:6], predict the reactants needed to synthesize it. The reactants are: [CH3:1][C:2]1[N:10]=[CH:9][C:8]([N+:11]([O-:13])=[O:12])=[CH:7][C:3]=1[C:4]([OH:6])=O.[NH2:14][C:15]1[CH:20]=[CH:19][CH:18]=[CH:17][CH:16]=1.CCN(C(C)C)C(C)C.CN(C(ON1N=NC2C=CC=NC1=2)=[N+](C)C)C.F[P-](F)(F)(F)(F)F.